From a dataset of Forward reaction prediction with 1.9M reactions from USPTO patents (1976-2016). Predict the product of the given reaction. (1) Given the reactants C[O:2][C:3](=[O:20])[CH2:4][CH2:5][CH2:6][CH2:7][C:8]1[CH:13]=[CH:12][CH:11]=[C:10]([NH:14][C:15]([O:17][CH2:18][CH3:19])=[O:16])[CH:9]=1.[OH-].[Li+], predict the reaction product. The product is: [CH2:18]([O:17][C:15]([NH:14][C:10]1[CH:9]=[C:8]([CH2:7][CH2:6][CH2:5][CH2:4][C:3]([OH:20])=[O:2])[CH:13]=[CH:12][CH:11]=1)=[O:16])[CH3:19]. (2) Given the reactants [H-].[Na+].[CH2:3]([O:5][C:6](=[O:14])[C:7]1[CH:12]=[CH:11][C:10]([OH:13])=[CH:9][CH:8]=1)[CH3:4].[Br:15][CH2:16][CH2:17][CH2:18][CH2:19][CH2:20][CH2:21][CH2:22][CH2:23][CH2:24][CH2:25]Br, predict the reaction product. The product is: [CH2:3]([O:5][C:6](=[O:14])[C:7]1[CH:12]=[CH:11][C:10]([O:13][CH2:25][CH2:24][CH2:23][CH2:22][CH2:21][CH2:20][CH2:19][CH2:18][CH2:17][CH2:16][Br:15])=[CH:9][CH:8]=1)[CH3:4]. (3) Given the reactants C(OC(=O)[NH:7][CH2:8][C:9]1[CH:14]=[CH:13][C:12]([Cl:15])=[C:11]([NH:16][C:17]2[NH:21][C:20]3[CH:22]=[C:23]([N:27]4[CH2:33][CH2:32][C:29]5([CH2:31][CH2:30]5)[CH2:28]4)[C:24]([Cl:26])=[CH:25][C:19]=3[N:18]=2)[CH:10]=1)(C)(C)C.Cl, predict the reaction product. The product is: [CH2:30]1[C:29]2([CH2:32][CH2:33][N:27]([C:23]3[C:24]([Cl:26])=[CH:25][C:19]4[N:18]=[C:17]([NH:16][C:11]5[CH:10]=[C:9]([CH:14]=[CH:13][C:12]=5[Cl:15])[CH2:8][NH2:7])[NH:21][C:20]=4[CH:22]=3)[CH2:28]2)[CH2:31]1. (4) Given the reactants [C:1]1([CH2:7][O:8][C:9]([N:11]2[CH2:15][CH2:14][C@@H:13]([C:16]([OH:18])=[O:17])[NH:12]2)=[O:10])[CH:6]=[CH:5][CH:4]=[CH:3][CH:2]=1.C(N(CC)CC)C.[CH3:26][C:27]([O:30][C:31](O[C:31]([O:30][C:27]([CH3:29])([CH3:28])[CH3:26])=[O:32])=[O:32])([CH3:29])[CH3:28], predict the reaction product. The product is: [CH3:26][C:27]([O:30][C:31]([N:12]1[C@H:13]([C:16]([OH:18])=[O:17])[CH2:14][CH2:15][N:11]1[C:9]([O:8][CH2:7][C:1]1[CH:6]=[CH:5][CH:4]=[CH:3][CH:2]=1)=[O:10])=[O:32])([CH3:29])[CH3:28]. (5) Given the reactants [CH3:1][O:2][C:3](=[O:11])[C:4]1[CH:9]=[CH:8][N:7]=[C:6]([NH2:10])[CH:5]=1.ClC(C(=O)C)C(=O)C.Cl.[NH:21]([C:25]1[CH:33]=[CH:32][C:28]([C:29]([OH:31])=O)=[CH:27][CH:26]=1)[C:22]([NH2:24])=[NH:23].[CH2:34]1[CH2:44][CH2:43][N:42]2[C:37](=[N:38]CCC2)[CH2:36][CH2:35]1.[C:45]1(N)[C:46](N)=[CH:47][CH:48]=[CH:49][CH:50]=1.C1C=CC2N(O)N=NC=2C=1.C(N(CC)CC)C, predict the reaction product. The product is: [NH2:38][C:37]1[CH:36]=[CH:35][CH:34]=[CH:44][C:43]=1[NH:42][C:29]([C:28]1[CH:27]=[CH:26][C:25]([NH:21][C:22]2[N:23]=[C:45]([C:46]3[N:7]4[CH:8]=[CH:9][C:4]([C:3]([O:2][CH3:1])=[O:11])=[CH:5][C:6]4=[N:10][C:47]=3[CH3:48])[CH:50]=[CH:49][N:24]=2)=[CH:33][CH:32]=1)=[O:31]. (6) Given the reactants C(O[C:5]1[C:13]2[C:8](=[CH:9][CH:10]=[CH:11][CH:12]=2)[N:7]([C:14](=[O:16])[CH3:15])[CH:6]=1)(=O)C.[N:17]1([C:23]([O:25][C:26]([CH3:29])([CH3:28])[CH3:27])=[O:24])[CH2:22][CH2:21][NH:20][CH2:19][CH2:18]1.C1(C)C=CC(S(O)(=O)=O)=CC=1, predict the reaction product. The product is: [C:14]([N:7]1[C:8]2[C:13](=[CH:12][CH:11]=[CH:10][CH:9]=2)[C:5]([N:20]2[CH2:19][CH2:18][N:17]([C:23]([O:25][C:26]([CH3:29])([CH3:28])[CH3:27])=[O:24])[CH2:22][CH2:21]2)=[CH:6]1)(=[O:16])[CH3:15].